From a dataset of Reaction yield outcomes from USPTO patents with 853,638 reactions. Predict the reaction yield, written as a fraction of the theoretical maximum amount of product (1.0 means a 100% yield; for example, 0.34 means a 34% yield). (1) The reactants are [S:1]1[CH:5]=[CH:4][CH:3]=[C:2]1[C:6]1[C:7](=[O:13])[NH:8][C:9](=[O:12])[NH:10][CH:11]=1.Br[CH2:15][CH2:16][CH2:17][Cl:18].C(=O)([O-])[O-].[K+].[K+]. The catalyst is CN(C=O)C.O. The product is [Cl:18][CH2:17][CH2:16][CH2:15][N:10]1[CH:11]=[C:6]([C:2]2[S:1][CH:5]=[CH:4][CH:3]=2)[C:7](=[O:13])[NH:8][C:9]1=[O:12]. The yield is 0.210. (2) The reactants are [S:1]([N:11]1[C:15]2[N:16]=[CH:17][C:18]3[N:19]([C:20]([C:23]45[CH2:30][CH2:29][C:26]([NH:31]C(=O)OC(C)(C)C)([CH2:27][CH2:28]4)[CH2:25][CH2:24]5)=[N:21][CH:22]=3)[C:14]=2[CH:13]=[CH:12]1)([C:4]1[CH:10]=[CH:9][C:7]([CH3:8])=[CH:6][CH:5]=1)(=[O:3])=[O:2].Cl.[CH:40]1([S:43](Cl)(=[O:45])=[O:44])[CH2:42][CH2:41]1. The catalyst is CN(C=O)C. The product is [S:1]([N:11]1[C:15]2[N:16]=[CH:17][C:18]3[N:19]([C:20]([C:23]45[CH2:28][CH2:27][C:26]([NH:31][S:43]([CH:40]6[CH2:42][CH2:41]6)(=[O:45])=[O:44])([CH2:29][CH2:30]4)[CH2:25][CH2:24]5)=[N:21][CH:22]=3)[C:14]=2[CH:13]=[CH:12]1)([C:4]1[CH:5]=[CH:6][C:7]([CH3:8])=[CH:9][CH:10]=1)(=[O:3])=[O:2]. The yield is 0.140. (3) The reactants are Cl[C:2]1[N:3]=[C:4]2[CH:9]=[C:8]([C:10]([NH:12][C:13]3[CH:18]=[CH:17][CH:16]=[CH:15][CH:14]=3)=[O:11])[CH:7]=[CH:6][N:5]2[C:19]=1[S:20]([N:23]1[CH2:28][CH2:27][C:26]([F:30])([F:29])[CH2:25][CH2:24]1)(=[O:22])=[O:21].[NH:31]1[CH:35]=[CH:34][CH:33]=[CH:32]1.CC(C)([O-])C.[K+].O. The product is [F:29][C:26]1([F:30])[CH2:27][CH2:28][N:23]([S:20]([C:19]2[N:5]3[CH:6]=[CH:7][C:8]([C:10]([NH:12][C:13]4[CH:18]=[CH:17][CH:16]=[CH:15][CH:14]=4)=[O:11])=[CH:9][C:4]3=[N:3][C:2]=2[N:31]2[CH:35]=[CH:34][CH:33]=[CH:32]2)(=[O:22])=[O:21])[CH2:24][CH2:25]1. The catalyst is CN(C=O)C. The yield is 0.170. (4) The reactants are Br[C:2]1[CH:3]=[C:4]2[C:9](=[CH:10][CH:11]=1)[N:8]=[C:7]([CH3:12])[C:6]([C:13](=[O:18])[C:14]([F:17])([F:16])[F:15])=[C:5]2[C:19]1[CH:24]=[CH:23][CH:22]=[CH:21][CH:20]=1.[NH:25]1[CH2:29][CH2:28][CH2:27][CH2:26]1. No catalyst specified. The product is [F:15][C:14]([F:17])([F:16])[C:13]([C:6]1[C:7]([CH3:12])=[N:8][C:9]2[C:4]([C:5]=1[C:19]1[CH:24]=[CH:23][CH:22]=[CH:21][CH:20]=1)=[CH:3][C:2]([N:25]1[CH2:29][CH2:28][CH2:27][CH2:26]1)=[CH:11][CH:10]=2)=[O:18]. The yield is 0.560. (5) The reactants are [Cl:1][C:2]1[CH:3]=[C:4]([S:8]([NH:11][CH2:12][C:13]([CH3:31])([CH3:30])[C:14]([NH:16][CH:17]2[CH:24]3[CH2:25][C:20]4([C:27](O)=[O:28])[CH2:21][CH:22]([CH2:26][CH:18]2[CH2:19]4)[CH2:23]3)=[O:15])(=[O:10])=[O:9])[CH:5]=[CH:6][CH:7]=1.C1C=CC2N(O)N=[N:38]C=2C=1.CCN=C=NCCCN(C)C.O.N. The catalyst is C(Cl)Cl. The product is [Cl:1][C:2]1[CH:3]=[C:4]([S:8]([NH:11][CH2:12][C:13]([CH3:30])([CH3:31])[C:14]([NH:16][CH:17]2[CH:24]3[CH2:25][C:20]4([C:27]([NH2:38])=[O:28])[CH2:21][CH:22]([CH2:26][CH:18]2[CH2:19]4)[CH2:23]3)=[O:15])(=[O:9])=[O:10])[CH:5]=[CH:6][CH:7]=1. The yield is 0.210. (6) The reactants are N(C[C:5]1[CH:14]=[N:13][C:12]2[C:11]([N:15]3[CH2:20][CH2:19][O:18][CH2:17][CH2:16]3)=[N:10][C:9]([C:21]3[CH:26]=[CH:25][CH:24]=[C:23](OCOC)[CH:22]=3)=[N:8][C:7]=2[CH:6]=1)=[N+]=[N-].[ClH:31].[O:32]1[CH2:37]COCC1. No catalyst specified. The product is [Cl:31][C:5]1[CH:14]=[N:13][C:12]2[C:11]([N:15]3[CH2:16][CH2:17][O:18][CH2:19][CH2:20]3)=[N:10][C:9]([C:21]3[CH:26]=[CH:25][C:24]([O:32][CH3:37])=[CH:23][CH:22]=3)=[N:8][C:7]=2[CH:6]=1. The yield is 0.980. (7) The reactants are C([C:3](=[C:9]([O:15][CH2:16][CH3:17])/[CH:10]=[CH:11]/[N:12](C)[CH3:13])[C:4]([O:6][CH2:7][CH3:8])=[O:5])#N.C(O)(=[O:20])C. No catalyst specified. The product is [CH2:16]([O:15][C:9]1[CH:10]=[CH:11][NH:12][C:13](=[O:20])[C:3]=1[C:4]([O:6][CH2:7][CH3:8])=[O:5])[CH3:17]. The yield is 0.585. (8) The catalyst is O1CCCC1. The product is [C:1]([O:4][C@@H:5]1[C@H:9]([CH2:10][CH2:11][CH2:12][CH2:13][CH2:14][CH2:15][C:16]([O:18][CH3:19])=[O:17])[C@@H:8]([CH2:20][OH:21])[C@H:7]([O:29][CH:30]2[CH2:35][CH2:34][CH2:33][CH2:32][O:31]2)[CH2:6]1)(=[O:3])[CH3:2]. The yield is 0.981. The reactants are [C:1]([O:4][C@@H:5]1[C@H:9]([CH2:10][CH2:11][CH2:12][CH2:13][CH2:14][CH2:15][C:16]([O:18][CH3:19])=[O:17])[C@@H:8]([CH2:20][O:21][Si](C(C)(C)C)(C)C)[C@H:7]([O:29][CH:30]2[CH2:35][CH2:34][CH2:33][CH2:32][O:31]2)[CH2:6]1)(=[O:3])[CH3:2].[F-].C([N+](CCCC)(CCCC)CCCC)CCC. (9) The reactants are [C:1]([O:8][CH3:9])(=[O:7])/[CH:2]=[CH:3]/[C:4]([OH:6])=[O:5].Cl[CH2:11][C:12]([N:14]1[CH2:18][CH2:17][CH2:16][C@H:15]1[C:19]([O:21][C:22]([CH3:25])([CH3:24])[CH3:23])=[O:20])=[O:13]. The catalyst is CN1C(=O)CCC1. The product is [C:4]([O:6][CH2:11][C:12]([N:14]1[CH2:18][CH2:17][CH2:16][C@H:15]1[C:19]([O:21][C:22]([CH3:25])([CH3:24])[CH3:23])=[O:20])=[O:13])(=[O:5])/[CH:3]=[CH:2]/[C:1]([O:8][CH3:9])=[O:7]. The yield is 0.340.